This data is from NCI-60 drug combinations with 297,098 pairs across 59 cell lines. The task is: Regression. Given two drug SMILES strings and cell line genomic features, predict the synergy score measuring deviation from expected non-interaction effect. (1) Drug 1: CCC(=C(C1=CC=CC=C1)C2=CC=C(C=C2)OCCN(C)C)C3=CC=CC=C3.C(C(=O)O)C(CC(=O)O)(C(=O)O)O. Drug 2: CC1CCCC2(C(O2)CC(NC(=O)CC(C(C(=O)C(C1O)C)(C)C)O)C(=CC3=CSC(=N3)C)C)C. Cell line: HOP-62. Synergy scores: CSS=42.1, Synergy_ZIP=8.86, Synergy_Bliss=4.62, Synergy_Loewe=-13.3, Synergy_HSA=6.60. (2) Synergy scores: CSS=6.40, Synergy_ZIP=2.20, Synergy_Bliss=7.83, Synergy_Loewe=0.0339, Synergy_HSA=7.04. Drug 1: CCC1(CC2CC(C3=C(CCN(C2)C1)C4=CC=CC=C4N3)(C5=C(C=C6C(=C5)C78CCN9C7C(C=CC9)(C(C(C8N6C=O)(C(=O)OC)O)OC(=O)C)CC)OC)C(=O)OC)O.OS(=O)(=O)O. Cell line: UACC62. Drug 2: CC1CCC2CC(C(=CC=CC=CC(CC(C(=O)C(C(C(=CC(C(=O)CC(OC(=O)C3CCCCN3C(=O)C(=O)C1(O2)O)C(C)CC4CCC(C(C4)OC)OCCO)C)C)O)OC)C)C)C)OC. (3) Drug 1: CN(C)C1=NC(=NC(=N1)N(C)C)N(C)C. Drug 2: CC=C1C(=O)NC(C(=O)OC2CC(=O)NC(C(=O)NC(CSSCCC=C2)C(=O)N1)C(C)C)C(C)C. Cell line: NCI-H522. Synergy scores: CSS=63.3, Synergy_ZIP=15.0, Synergy_Bliss=11.5, Synergy_Loewe=-65.2, Synergy_HSA=9.01. (4) Drug 1: CN(CC1=CN=C2C(=N1)C(=NC(=N2)N)N)C3=CC=C(C=C3)C(=O)NC(CCC(=O)O)C(=O)O. Drug 2: C1CN(P(=O)(OC1)NCCCl)CCCl. Cell line: UO-31. Synergy scores: CSS=9.83, Synergy_ZIP=0.350, Synergy_Bliss=-1.01, Synergy_Loewe=-50.1, Synergy_HSA=-2.68. (5) Cell line: SF-539. Drug 1: CC1=C(C=C(C=C1)C(=O)NC2=CC(=CC(=C2)C(F)(F)F)N3C=C(N=C3)C)NC4=NC=CC(=N4)C5=CN=CC=C5. Synergy scores: CSS=3.40, Synergy_ZIP=0.606, Synergy_Bliss=-1.72, Synergy_Loewe=4.06, Synergy_HSA=-2.69. Drug 2: C(CN)CNCCSP(=O)(O)O. (6) Drug 1: CN(CC1=CN=C2C(=N1)C(=NC(=N2)N)N)C3=CC=C(C=C3)C(=O)NC(CCC(=O)O)C(=O)O. Drug 2: C1=CN(C(=O)N=C1N)C2C(C(C(O2)CO)O)O.Cl. Cell line: OVCAR3. Synergy scores: CSS=37.8, Synergy_ZIP=-5.29, Synergy_Bliss=-2.58, Synergy_Loewe=-6.74, Synergy_HSA=-4.66. (7) Drug 1: C1CCC(CC1)NC(=O)N(CCCl)N=O. Drug 2: CC1=C(N=C(N=C1N)C(CC(=O)N)NCC(C(=O)N)N)C(=O)NC(C(C2=CN=CN2)OC3C(C(C(C(O3)CO)O)O)OC4C(C(C(C(O4)CO)O)OC(=O)N)O)C(=O)NC(C)C(C(C)C(=O)NC(C(C)O)C(=O)NCCC5=NC(=CS5)C6=NC(=CS6)C(=O)NCCC[S+](C)C)O. Cell line: NCI-H322M. Synergy scores: CSS=0.391, Synergy_ZIP=0.582, Synergy_Bliss=0.839, Synergy_Loewe=-1.59, Synergy_HSA=-0.327. (8) Drug 1: CC=C1C(=O)NC(C(=O)OC2CC(=O)NC(C(=O)NC(CSSCCC=C2)C(=O)N1)C(C)C)C(C)C. Drug 2: C1=CC=C(C(=C1)C(C2=CC=C(C=C2)Cl)C(Cl)Cl)Cl. Cell line: 786-0. Synergy scores: CSS=29.3, Synergy_ZIP=-5.98, Synergy_Bliss=1.54, Synergy_Loewe=-25.2, Synergy_HSA=0.484. (9) Drug 1: CN(C(=O)NC(C=O)C(C(C(CO)O)O)O)N=O. Drug 2: COC1=C2C(=CC3=C1OC=C3)C=CC(=O)O2. Cell line: NCI-H460. Synergy scores: CSS=-1.27, Synergy_ZIP=1.06, Synergy_Bliss=0.957, Synergy_Loewe=-0.456, Synergy_HSA=-0.330.